Dataset: Merck oncology drug combination screen with 23,052 pairs across 39 cell lines. Task: Regression. Given two drug SMILES strings and cell line genomic features, predict the synergy score measuring deviation from expected non-interaction effect. (1) Drug 1: N#Cc1ccc(Cn2cncc2CN2CCN(c3cccc(Cl)c3)C(=O)C2)cc1. Drug 2: CCC1=CC2CN(C1)Cc1c([nH]c3ccccc13)C(C(=O)OC)(c1cc3c(cc1OC)N(C)C1C(O)(C(=O)OC)C(OC(C)=O)C4(CC)C=CCN5CCC31C54)C2. Cell line: NCIH1650. Synergy scores: synergy=8.01. (2) Drug 1: CC1CC2C3CCC4=CC(=O)C=CC4(C)C3(F)C(O)CC2(C)C1(O)C(=O)CO. Drug 2: COC1CC2CCC(C)C(O)(O2)C(=O)C(=O)N2CCCCC2C(=O)OC(C(C)CC2CCC(OP(C)(C)=O)C(OC)C2)CC(=O)C(C)C=C(C)C(O)C(OC)C(=O)C(C)CC(C)C=CC=CC=C1C. Cell line: VCAP. Synergy scores: synergy=-0.351.